From a dataset of Full USPTO retrosynthesis dataset with 1.9M reactions from patents (1976-2016). Predict the reactants needed to synthesize the given product. (1) Given the product [CH3:1][O:2][C:3]1[CH:4]=[C:5]([O:15][C:16]2[CH:17]=[N:18][C:19]([S:22]([CH3:25])(=[O:24])=[O:23])=[CH:20][CH:21]=2)[CH:6]=[C:7]2[C:11]=1[NH:10][C:9]([C:12]1[S:14][CH:28]([CH2:27][C:26]([O:31][CH2:32][CH3:33])=[O:30])[CH2:29][N:13]=1)=[CH:8]2, predict the reactants needed to synthesize it. The reactants are: [CH3:1][O:2][C:3]1[CH:4]=[C:5]([O:15][C:16]2[CH:17]=[N:18][C:19]([S:22]([CH3:25])(=[O:24])=[O:23])=[CH:20][CH:21]=2)[CH:6]=[C:7]2[C:11]=1[NH:10][C:9]([C:12](=[S:14])[NH2:13])=[CH:8]2.[C:26]([O:31][CH2:32][CH3:33])(=[O:30])[C:27]#[C:28][CH3:29].C(P(CCCC)CCCC)CCC. (2) Given the product [F:20][C:21]1[CH:26]=[CH:25][CH:24]=[C:23]([F:27])[C:22]=1[CH2:28][N:13]1[C:12]2[CH:14]=[C:15]([CH3:19])[CH:16]=[C:17]([CH3:18])[C:11]=2[N:10]=[C:9]1[C:3]1[C:4]([F:8])=[CH:5][CH:6]=[CH:7][C:2]=1[F:1], predict the reactants needed to synthesize it. The reactants are: [F:1][C:2]1[CH:7]=[CH:6][CH:5]=[C:4]([F:8])[C:3]=1[C:9]1[NH:10][C:11]2[C:17]([CH3:18])=[CH:16][C:15]([CH3:19])=[CH:14][C:12]=2[N:13]=1.[F:20][C:21]1[CH:26]=[CH:25][CH:24]=[C:23]([F:27])[C:22]=1[CH2:28]Br. (3) Given the product [CH2:7]([O:10][C:11]1[CH:16]=[C:15]([N+:17]([O-:19])=[O:18])[CH:14]=[CH:13][C:12]=1[N:5]1[CH:6]=[C:2]([Cl:1])[N:3]=[CH:4]1)[CH:8]=[CH2:9], predict the reactants needed to synthesize it. The reactants are: [Cl:1][C:2]1[N:3]=[CH:4][NH:5][CH:6]=1.[CH2:7]([O:10][C:11]1[CH:16]=[C:15]([N+:17]([O-:19])=[O:18])[CH:14]=[CH:13][C:12]=1Cl)[CH:8]=[CH2:9].[OH-].[K+]. (4) Given the product [Cl:25][C:1]1[NH:2][C:10]([C:12]2[CH:17]=[CH:16][CH:15]=[CH:14][C:13]=2[F:18])=[CH:9][C:3]=1[C:4]([O:6][CH2:7][CH3:8])=[O:5], predict the reactants needed to synthesize it. The reactants are: [C:1]([CH:3]([CH2:9][C:10]([C:12]1[CH:17]=[CH:16][CH:15]=[CH:14][C:13]=1[F:18])=O)[C:4]([O:6][CH2:7][CH3:8])=[O:5])#[N:2].C(OCC)(=O)C.[ClH:25]. (5) Given the product [NH:19]1[CH2:20][CH2:21][CH:22]([NH:25][C:10]2[C:5]3[N:6]([C:2]([C:32]4[CH:31]=[CH:30][N:29]=[C:28]([NH:47][CH:48]5[CH2:53][CH2:52][O:51][CH2:50][CH2:49]5)[N:33]=4)=[CH:3][N:4]=3)[CH:7]=[CH:8][N:9]=2)[CH2:23][CH2:24]1, predict the reactants needed to synthesize it. The reactants are: Br[C:2]1[N:6]2[CH:7]=[CH:8][N:9]=[C:10](Cl)[C:5]2=[N:4][CH:3]=1.C(OC([N:19]1[CH2:24][CH2:23][CH:22]([NH2:25])[CH2:21][CH2:20]1)=O)(C)(C)C.CS[C:28]1[N:33]=[C:32]([Sn](CCCC)(CCCC)CCCC)[CH:31]=[CH:30][N:29]=1.[NH2:47][CH:48]1[CH2:53][CH2:52][O:51][CH2:50][CH2:49]1. (6) Given the product [C:1](/[CH:3]=[CH:4]/[S:5]([C:8]1[CH:9]=[CH:10][C:11]([C:14]([CH3:19])([CH3:18])[C:15]([NH:20][C:21]2[CH:26]=[C:25]([CH3:27])[CH:24]=[CH:23][C:22]=2[OH:28])=[O:17])=[CH:12][CH:13]=1)(=[O:6])=[O:7])#[N:2], predict the reactants needed to synthesize it. The reactants are: [C:1](/[CH:3]=[CH:4]/[S:5]([C:8]1[CH:13]=[CH:12][C:11]([C:14]([CH3:19])([CH3:18])[C:15]([OH:17])=O)=[CH:10][CH:9]=1)(=[O:7])=[O:6])#[N:2].[NH2:20][C:21]1[CH:26]=[C:25]([CH3:27])[CH:24]=[CH:23][C:22]=1[OH:28].ON1C2C=CC=CC=2N=N1.ClCCCl.Cl.CN(C)CCCN=C=NCC. (7) Given the product [Cl:8][C:9]1[CH:17]=[C:16]2[C:12]([C:13]([C:25](=[O:26])[CH:27]([NH:34][C:35]3[CH:40]=[CH:39][CH:38]=[C:37]([O:41][CH3:42])[CH:36]=3)[C:28]3[CH:29]=[CH:30][CH:31]=[CH:32][CH:33]=3)=[CH:14][NH:15]2)=[CH:11][CH:10]=1, predict the reactants needed to synthesize it. The reactants are: C(N(CC)CC)C.[Cl:8][C:9]1[CH:17]=[C:16]2[C:12]([C:13]([CH:25]=[O:26])=[CH:14][N:15]2C(OC(C)(C)C)=O)=[CH:11][CH:10]=1.[CH:27](=[N:34][C:35]1[CH:40]=[CH:39][CH:38]=[C:37]([O:41][CH3:42])[CH:36]=1)[C:28]1[CH:33]=[CH:32][CH:31]=[CH:30][CH:29]=1. (8) Given the product [F:30][C:27]1[C:26]([F:31])=[CH:25][CH:24]=[C:23]2[C:28]=1[CH2:29][CH:21]([CH3:20])[N:22]2[C:10](=[O:12])[CH2:9][C:5]1[NH:6][C:7](=[O:8])[C:2]([F:1])=[C:3]([N:13]2[CH2:18][CH2:17][O:16][CH2:15][CH2:14]2)[N:4]=1, predict the reactants needed to synthesize it. The reactants are: [F:1][C:2]1[C:7](=[O:8])[NH:6][C:5]([CH2:9][C:10]([O-:12])=O)=[N:4][C:3]=1[N:13]1[CH2:18][CH2:17][O:16][CH2:15][CH2:14]1.[Na+].[CH3:20][CH:21]1[CH2:29][C:28]2[C:23](=[CH:24][CH:25]=[C:26]([F:31])[C:27]=2[F:30])[NH:22]1. (9) Given the product [Cl:21][C:22]1[N:31]=[C:30]([N:9]([C:6]2[CH:7]=[CH:8][C:3]([O:2][CH3:1])=[CH:4][CH:5]=2)[CH3:10])[C:29]2[C:24](=[CH:25][CH:26]=[C:27]([CH3:33])[CH:28]=2)[N:23]=1, predict the reactants needed to synthesize it. The reactants are: [CH3:1][O:2][C:3]1[CH:8]=[CH:7][C:6]([NH:9][CH3:10])=[CH:5][CH:4]=1.CC([O-])=O.[Na+].C1COCC1.[Cl:21][C:22]1[N:31]=[C:30](Cl)[C:29]2[C:24](=[CH:25][CH:26]=[C:27]([CH3:33])[CH:28]=2)[N:23]=1. (10) Given the product [N:1]1[CH:6]=[CH:5][CH:4]=[C:3]([S:7][CH2:8][C:9]2[CH:17]=[CH:16][C:12]([C:40]([NH:39][C@H:38]([C:37]([OH:59])=[O:36])[CH2:55][CH2:56][S:57][CH3:58])=[O:54])=[C:11]([C:18]3[CH:23]=[CH:22][CH:21]=[CH:20][C:19]=3[CH3:24])[CH:10]=2)[CH:2]=1, predict the reactants needed to synthesize it. The reactants are: [N:1]1[CH:6]=[CH:5][CH:4]=[C:3]([S:7][CH2:8][C:9]2[CH:17]=[CH:16][C:12](C(O)=O)=[C:11]([C:18]3[CH:23]=[CH:22][CH:21]=[CH:20][C:19]=3[CH3:24])[CH:10]=2)[CH:2]=1.N[C@H](C(O)=O)CCSC.Cl.C[O:36][C:37](=[O:59])[C@H:38]([CH2:55][CH2:56][S:57][CH3:58])[NH:39][C:40](=[O:54])C1C=CC(N)=CC=1C1C=CC=CC=1.N.